From a dataset of Forward reaction prediction with 1.9M reactions from USPTO patents (1976-2016). Predict the product of the given reaction. (1) Given the reactants C([N:5]1[C:14]2[C:9](=[CH:10][CH:11]=[C:12]([N:15]3[CH2:19][CH2:18][CH2:17][CH2:16]3)[N:13]=2)[C:8](=[O:20])[C:7]([C:21]([O:23]CC)=[O:22])=[CH:6]1)(C)(C)C, predict the reaction product. The product is: [O:20]=[C:8]1[C:9]2[C:14](=[N:13][C:12]([N:15]3[CH2:16][CH2:17][CH2:18][CH2:19]3)=[CH:11][CH:10]=2)[NH:5][CH:6]=[C:7]1[C:21]([OH:23])=[O:22]. (2) Given the reactants [CH:1]([C:3]1[O:11][C:10]2[C:9]([C:12]3[CH2:17][CH2:16][N:15]([S:18]([N:21]([CH3:23])[CH3:22])(=[O:20])=[O:19])[CH2:14][CH:13]=3)=[CH:8][N:7]=[CH:6][C:5]=2[CH:4]=1)=O.[S:24]1[CH2:30][C:28](=[O:29])[NH:27][C:25]1=S.C([O-])(=[O:33])C.[Na+], predict the reaction product. The product is: [O:33]=[C:25]1[NH:27][C:28](=[O:29])/[C:30](=[CH:1]/[C:3]2[O:11][C:10]3[C:9]([C:12]4[CH2:17][CH2:16][N:15]([S:18]([N:21]([CH3:22])[CH3:23])(=[O:19])=[O:20])[CH2:14][CH:13]=4)=[CH:8][N:7]=[CH:6][C:5]=3[CH:4]=2)/[S:24]1. (3) The product is: [CH3:8][C:19]1[CH2:18][CH:17]2[CH:6]([CH:20]=1)[C:5](=[O:7])[CH2:16]2. Given the reactants C(O[C:5](=[O:7])[CH3:6])(=O)C.[CH2:8](N(CC)CC)C.C[CH2:16][CH2:17][CH2:18][CH2:19][CH3:20].O, predict the reaction product. (4) Given the reactants [N:1]([C@@H:4]([C@H:19]([C:21]1[CH:26]=[CH:25][C:24]([Br:27])=[CH:23][CH:22]=1)[CH3:20])[C:5](N1[C@H](C2C=CC=CC=2)COC1=O)=[O:6])=[N+:2]=[N-:3].[OH2:28].OO.[OH-].[Li+], predict the reaction product. The product is: [N:1]([C@@H:4]([C@H:19]([C:21]1[CH:26]=[CH:25][C:24]([Br:27])=[CH:23][CH:22]=1)[CH3:20])[C:5]([OH:6])=[O:28])=[N+:2]=[N-:3]. (5) Given the reactants FC1C(O[C:9]([C:11]2[CH:12]=[C:13]3[C:17](=[CH:18][CH:19]=2)[NH:16][C:15](=[O:20])[C:14]3=[N:21][NH:22][C:23]2[CH:28]=[CH:27][C:26]([S:29](=[O:32])(=[O:31])[NH2:30])=[CH:25][CH:24]=2)=[O:10])=C(F)C(F)=C(F)C=1F.[OH:37][CH2:38][CH2:39][NH2:40], predict the reaction product. The product is: [OH:37][CH2:38][CH2:39][NH:40][C:9]([C:11]1[CH:12]=[C:13]2[C:17](=[CH:18][CH:19]=1)[NH:16][C:15](=[O:20])[C:14]2=[N:21][NH:22][C:23]1[CH:28]=[CH:27][C:26]([S:29](=[O:32])(=[O:31])[NH2:30])=[CH:25][CH:24]=1)=[O:10]. (6) Given the reactants Cl.[CH2:2]([C:4]1[N:5]=[C:6]([CH2:9][N:10]2[C:15]3[CH:16]=[C:17]([C:19]4[CH:24]=[CH:23][CH:22]=[CH:21][CH:20]=4)[S:18][C:14]=3[C:13](=[O:25])[N:12]([CH:26]3[CH2:31][CH2:30][NH:29][CH2:28][CH2:27]3)[C:11]2=[O:32])[O:7][CH:8]=1)[CH3:3].[CH2:33]([O:35][C:36]1[C:45]([O:46][CH3:47])=[CH:44][C:43]2[C:42]([C:48]3[CH:56]=[CH:55][C:51]([C:52](O)=[O:53])=[CH:50][CH:49]=3)=[N:41][C@@H:40]3[CH2:57][CH2:58][S:59][CH2:60][C@@H:39]3[C:38]=2[CH:37]=1)[CH3:34].CN(C(ON1N=NC2C=CC=CC1=2)=[N+](C)C)C.F[P-](F)(F)(F)(F)F.CCN(C(C)C)C(C)C, predict the reaction product. The product is: [CH2:33]([O:35][C:36]1[C:45]([O:46][CH3:47])=[CH:44][C:43]2[C:42]([C:48]3[CH:49]=[CH:50][C:51]([C:52]([N:29]4[CH2:30][CH2:31][CH:26]([N:12]5[C:13](=[O:25])[C:14]6[S:18][C:17]([C:19]7[CH:24]=[CH:23][CH:22]=[CH:21][CH:20]=7)=[CH:16][C:15]=6[N:10]([CH2:9][C:6]6[O:7][CH:8]=[C:4]([CH2:2][CH3:3])[N:5]=6)[C:11]5=[O:32])[CH2:27][CH2:28]4)=[O:53])=[CH:55][CH:56]=3)=[N:41][C@@H:40]3[CH2:57][CH2:58][S:59][CH2:60][C@@H:39]3[C:38]=2[CH:37]=1)[CH3:34]. (7) Given the reactants [Br:1][C:2]1[CH:3]=[C:4]2[C:8](=[CH:9][C:10]=1[F:11])[NH:7][C:6]([CH:12](C(C)(C)C(C)C)O[SiH](C)C)=[CH:5]2.[C:23]([O:27][C:28]([N:30]1[CH2:34][C@H:33]([CH3:35])OS1(=O)=O)=[O:29])([CH3:26])([CH3:25])[CH3:24], predict the reaction product. The product is: [C:23]([O:27][C:28]([N:30]1[CH2:34][C@@H:33]([CH3:35])[N:7]2[C:8]3[CH:9]=[C:10]([F:11])[C:2]([Br:1])=[CH:3][C:4]=3[CH:5]=[C:6]2[CH2:12]1)=[O:29])([CH3:26])([CH3:25])[CH3:24]. (8) Given the reactants [CH3:1][C:2]([CH3:32])([CH3:31])[C:3]#[C:4][C:5]1[S:9][C:8]([C:10]([O:12]C)=[O:11])=[C:7]([N:14]([CH2:24][C:25]2[N:29]([CH3:30])[N:28]=[CH:27][CH:26]=2)[C:15]([C@H:17]2[CH2:22][CH2:21][C@H:20]([CH3:23])[CH2:19][CH2:18]2)=[O:16])[CH:6]=1.[OH-].[Na+], predict the reaction product. The product is: [CH3:31][C:2]([CH3:1])([CH3:32])[C:3]#[C:4][C:5]1[S:9][C:8]([C:10]([OH:12])=[O:11])=[C:7]([N:14]([CH2:24][C:25]2[N:29]([CH3:30])[N:28]=[CH:27][CH:26]=2)[C:15]([C@H:17]2[CH2:22][CH2:21][C@H:20]([CH3:23])[CH2:19][CH2:18]2)=[O:16])[CH:6]=1. (9) Given the reactants [OH:1][C@H:2]1[C@H:9]([CH:10]=[CH2:11])[C@@H:8]2[C@@H:4]([CH:5]=[C:6]([CH2:12][CH2:13][CH2:14][CH2:15][C:16]([O:18][CH3:19])=[O:17])[CH2:7]2)[CH2:3]1.[OH:20][C@@H:21]1[C@@H:28]([CH:29]=[CH2:30])[C@H:27]2[C@H:23]([CH:24]=[C:25]([CH2:31][CH2:32][CH2:33][CH2:34][C:35]([O:37][CH3:38])=[O:36])[CH2:26]2)[CH2:22]1.[CH2:39]=[CH:40][CH2:41][CH2:42][CH2:43][CH2:44]CC, predict the reaction product. The product is: [OH:1][C@H:2]1[C@H:9](/[CH:10]=[CH:11]/[CH2:27][CH2:28][CH2:21][CH2:22][CH2:23][CH3:24])[C@@H:8]2[C@@H:4]([CH:5]=[C:6]([CH2:12][CH2:13][CH2:14][CH2:15][C:16]([O:18][CH3:19])=[O:17])[CH2:7]2)[CH2:3]1.[OH:20][C@@H:21]1[C@@H:28](/[CH:29]=[CH:30]/[CH2:39][CH2:40][CH2:41][CH2:42][CH2:43][CH3:44])[C@H:27]2[C@H:23]([CH:24]=[C:25]([CH2:31][CH2:32][CH2:33][CH2:34][C:35]([O:37][CH3:38])=[O:36])[CH2:26]2)[CH2:22]1.